Dataset: Peptide-MHC class II binding affinity with 134,281 pairs from IEDB. Task: Regression. Given a peptide amino acid sequence and an MHC pseudo amino acid sequence, predict their binding affinity value. This is MHC class II binding data. (1) The peptide sequence is DYNFQPNIEQLKGIQ. The MHC is DRB1_0101 with pseudo-sequence DRB1_0101. The binding affinity (normalized) is 0.656. (2) The peptide sequence is PLTHTIGTSVEESEM. The MHC is HLA-DQA10303-DQB10402 with pseudo-sequence HLA-DQA10303-DQB10402. The binding affinity (normalized) is 0.221. (3) The peptide sequence is PLYKLVHVFINTQYA. The MHC is HLA-DQA10501-DQB10201 with pseudo-sequence HLA-DQA10501-DQB10201. The binding affinity (normalized) is 0.0694. (4) The peptide sequence is LDNLRANNTKGSLPI. The MHC is DRB1_0101 with pseudo-sequence DRB1_0101. The binding affinity (normalized) is 0.570. (5) The peptide sequence is YRVNRYTKSAHQKGE. The MHC is DRB1_0802 with pseudo-sequence DRB1_0802. The binding affinity (normalized) is 0.0996. (6) The peptide sequence is GTKGEAKDVIPEGWK. The MHC is DRB3_0202 with pseudo-sequence DRB3_0202. The binding affinity (normalized) is 0.0172. (7) The peptide sequence is LKIIAVFDSKLIS. The MHC is DRB4_0101 with pseudo-sequence DRB4_0103. The binding affinity (normalized) is 0.391.